The task is: Predict the reactants needed to synthesize the given product.. This data is from Full USPTO retrosynthesis dataset with 1.9M reactions from patents (1976-2016). (1) Given the product [C:23]([O:26][CH2:27][C:28]1[C:29]([N:43]2[CH2:55][CH2:54][N:46]3[C:47]4[CH2:48][CH2:49][CH2:50][CH2:51][C:52]=4[CH:53]=[C:45]3[C:44]2=[O:56])=[N:30][CH:31]=[CH:32][C:33]=1[C:2]1[CH:3]=[C:4]([NH:10][C:11]2[CH:22]=[C:14]3[CH2:15][N:16]([CH:19]4[CH2:21][CH2:20]4)[CH2:17][CH2:18][N:13]3[N:12]=2)[C:5](=[O:9])[N:6]([CH3:8])[CH:7]=1)(=[O:25])[CH3:24], predict the reactants needed to synthesize it. The reactants are: Br[C:2]1[CH:3]=[C:4]([NH:10][C:11]2[CH:22]=[C:14]3[CH2:15][N:16]([CH:19]4[CH2:21][CH2:20]4)[CH2:17][CH2:18][N:13]3[N:12]=2)[C:5](=[O:9])[N:6]([CH3:8])[CH:7]=1.[C:23]([O:26][CH2:27][C:28]1[C:29]([N:43]2[CH2:55][CH2:54][N:46]3[C:47]4[CH2:48][CH2:49][CH2:50][CH2:51][C:52]=4[CH:53]=[C:45]3[C:44]2=[O:56])=[N:30][CH:31]=[CH:32][C:33]=1B1OC(C)(C)C(C)(C)O1)(=[O:25])[CH3:24]. (2) Given the product [CH:13]1[C:14]2[C:19](=[CH:18][CH:17]=[CH:16][CH:15]=2)[CH:20]=[CH:21][C:12]=1[S:9]([NH:8][C:6](=[O:7])[CH:5]([CH2:22][C:23]1[CH:24]=[CH:25][C:26]([N+:29]([O-:31])=[O:30])=[CH:27][CH:28]=1)[C:4](=[O:32])[N:3]1[CH2:1][CH2:2][C:38]2([C:44]3[C:49](=[CH:48][CH:47]=[CH:46][CH:45]=3)[C:36](=[O:35])[CH2:37]2)[CH2:34][CH2:33]1)(=[O:10])=[O:11], predict the reactants needed to synthesize it. The reactants are: [CH2:1]([N:3]([CH2:33][CH3:34])[C:4](=[O:32])[CH:5]([CH2:22][C:23]1[CH:28]=[CH:27][C:26]([N+:29]([O-:31])=[O:30])=[CH:25][CH:24]=1)[C:6]([NH:8][S:9]([C:12]1[CH:21]=[CH:20][C:19]2[C:14](=[CH:15][CH:16]=[CH:17][CH:18]=2)[CH:13]=1)(=[O:11])=[O:10])=[O:7])[CH3:2].[O:35]=[C:36]1[C:49]2[C:44](=[CH:45][CH:46]=[CH:47][CH:48]=2)[C:38]2(CCNCC2)[CH2:37]1. (3) Given the product [CH3:23][C:13]1[S:14][C:15]([C:16]2[CH:17]=[C:18]([CH3:22])[CH:19]=[CH:20][CH:21]=2)=[C:11]([C:9]([N:8]2[CH2:7][C@H:6]3[C@H:4]([CH2:5]3)[C@H:3]2[CH2:2][NH:1][C:32](=[O:33])[C:31]2[CH:35]=[CH:36][CH:37]=[CH:38][C:30]=2[N:24]2[CH2:29][CH2:28][O:27][CH2:26][CH2:25]2)=[O:10])[N:12]=1, predict the reactants needed to synthesize it. The reactants are: [NH2:1][CH2:2][C@H:3]1[N:8]([C:9]([C:11]2[N:12]=[C:13]([CH3:23])[S:14][C:15]=2[C:16]2[CH:17]=[C:18]([CH3:22])[CH:19]=[CH:20][CH:21]=2)=[O:10])[CH2:7][C@H:6]2[C@@H:4]1[CH2:5]2.[N:24]1([C:30]2[CH:38]=[CH:37][CH:36]=[CH:35][C:31]=2[C:32](O)=[O:33])[CH2:29][CH2:28][O:27][CH2:26][CH2:25]1. (4) The reactants are: [CH2:1]([O:8][C:9]([NH:11][C:12]([CH3:17])([CH3:16])[C:13](O)=[O:14])=[O:10])[C:2]1[CH:7]=[CH:6][CH:5]=[CH:4][CH:3]=1.O[N:19]1C2C=CC=CC=2N=N1.C(N(CC)CC)C.N. Given the product [CH2:1]([O:8][C:9]([NH:11][C:12]([CH3:17])([CH3:16])[C:13]([NH2:19])=[O:14])=[O:10])[C:2]1[CH:7]=[CH:6][CH:5]=[CH:4][CH:3]=1, predict the reactants needed to synthesize it. (5) Given the product [F:21][C:22]1[CH:23]=[CH:24][C:25]([C:28]2[C:33](/[CH:34]=[CH:35]/[C:36](=[O:37])[CH2:14][C:13]([O:16][C:17]([CH3:20])([CH3:19])[CH3:18])=[O:15])=[C:32]([CH:39]([CH3:41])[CH3:40])[N:31]=[C:30]([N:42]([CH3:47])[S:43]([CH3:46])(=[O:45])=[O:44])[N:29]=2)=[CH:26][CH:27]=1, predict the reactants needed to synthesize it. The reactants are: C(NC(C)C)(C)C.C([Li])CCC.[C:13]([O:16][C:17]([CH3:20])([CH3:19])[CH3:18])(=[O:15])[CH3:14].[F:21][C:22]1[CH:27]=[CH:26][C:25]([C:28]2[C:33](/[CH:34]=[CH:35]/[C:36](Cl)=[O:37])=[C:32]([CH:39]([CH3:41])[CH3:40])[N:31]=[C:30]([N:42]([CH3:47])[S:43]([CH3:46])(=[O:45])=[O:44])[N:29]=2)=[CH:24][CH:23]=1. (6) Given the product [F:1][C:2]1[CH:3]=[C:4]([N+:34]([O-:36])=[O:35])[C:5]([OH:33])=[C:6]([C:8]([CH3:32])([CH3:31])[CH2:9][C:10]([OH:30])([C:26]([F:28])([F:27])[F:29])[C:11]([NH:13][C:14]2[CH:15]=[CH:16][C:17]3[C:22](=[O:23])[O:21][N:20]=[C:19]([CH3:24])[C:18]=3[CH:25]=2)=[O:12])[CH:7]=1, predict the reactants needed to synthesize it. The reactants are: [F:1][C:2]1[CH:3]=[CH:4][C:5]([OH:33])=[C:6]([C:8]([CH3:32])([CH3:31])[CH2:9][C:10]([OH:30])([C:26]([F:29])([F:28])[F:27])[C:11]([NH:13][C:14]2[CH:15]=[CH:16][C:17]3[C:22](=[O:23])[O:21][N:20]=[C:19]([CH3:24])[C:18]=3[CH:25]=2)=[O:12])[CH:7]=1.[N+:34]([O-])([OH:36])=[O:35].C(=O)(O)[O-].[Na+].